From a dataset of Reaction yield outcomes from USPTO patents with 853,638 reactions. Predict the reaction yield, written as a fraction of the theoretical maximum amount of product (1.0 means a 100% yield; for example, 0.34 means a 34% yield). (1) The reactants are [C:1]([O:5][C:6]([CH2:8][CH:9]([NH:24][C:25](=[O:39])[CH:26]([N:28]1[CH:37]=[CH:36][C:35]2[C:30](=[CH:31][CH:32]=[CH:33][CH:34]=2)[C:29]1=[O:38])[CH3:27])[CH:10]([OH:23])[CH2:11][O:12][C:13](=[O:22])[C:14]1[C:19]([Cl:20])=[CH:18][CH:17]=[CH:16][C:15]=1[Cl:21])=[O:7])([CH3:4])([CH3:3])[CH3:2].CC(OI1(OC(C)=O)(OC(C)=O)OC(=O)C2C1=CC=CC=2)=O.C(=O)([O-])O.[Na+].S([O-])([O-])(=O)=S.[Na+].[Na+]. The catalyst is C(Cl)Cl. The product is [C:1]([O:5][C:6]([CH2:8][CH:9]([NH:24][C:25](=[O:39])[CH:26]([N:28]1[CH:37]=[CH:36][C:35]2[C:30](=[CH:31][CH:32]=[CH:33][CH:34]=2)[C:29]1=[O:38])[CH3:27])[C:10](=[O:23])[CH2:11][O:12][C:13](=[O:22])[C:14]1[C:19]([Cl:20])=[CH:18][CH:17]=[CH:16][C:15]=1[Cl:21])=[O:7])([CH3:2])([CH3:3])[CH3:4]. The yield is 0.640. (2) The reactants are [N:1]12[CH2:8][CH2:7][CH:4]([CH2:5][CH2:6]1)[CH:3]([O:9][C:10](=[O:23])[NH:11][C:12]([C:15]1[CH:20]=[CH:19][C:18]([F:21])=[C:17](Br)[CH:16]=1)([CH3:14])[CH3:13])[CH2:2]2.[CH3:24][CH:25]([CH3:30])[CH2:26]B(O)O. The catalyst is C([O-])(=O)C.[Pd+2].C([O-])(=O)C. The product is [N:1]12[CH2:8][CH2:7][CH:4]([CH2:5][CH2:6]1)[CH:3]([O:9][C:10](=[O:23])[NH:11][C:12]([C:15]1[CH:20]=[CH:19][C:18]([F:21])=[C:17]([CH2:24][CH:25]([CH3:30])[CH3:26])[CH:16]=1)([CH3:14])[CH3:13])[CH2:2]2. The yield is 0.230. (3) The reactants are [NH2:1][C:2]1[N:7]=[C:6]([C:8]2[CH:13]=[C:12]([Cl:14])[CH:11]=[CH:10][C:9]=2[OH:15])[CH:5]=[C:4]([Cl:16])[N:3]=1.Br[CH2:18][CH:19]1[CH2:24][CH2:23][CH2:22][CH2:21][CH2:20]1. No catalyst specified. The product is [Cl:16][C:4]1[CH:5]=[C:6]([C:8]2[CH:13]=[C:12]([Cl:14])[CH:11]=[CH:10][C:9]=2[O:15][CH2:18][CH:19]2[CH2:24][CH2:23][CH2:22][CH2:21][CH2:20]2)[N:7]=[C:2]([NH2:1])[N:3]=1. The yield is 0.200. (4) The reactants are [C:1]1([C:7]2[N:8]=[C:9]([NH:12][CH2:13][CH2:14][CH2:15][N:16]3[CH2:21][CH2:20][NH:19][CH2:18][CH2:17]3)[S:10][CH:11]=2)[CH:6]=[CH:5][CH:4]=[CH:3][CH:2]=1.Cl[C:23]1[CH:28]=[CH:27][CH:26]=[C:25]([N+:29]([O-:31])=[O:30])[N:24]=1.C(N(C(C)C)CC)(C)C. The catalyst is C(#N)C. The product is [N+:29]([C:25]1[N:24]=[C:23]([N:19]2[CH2:20][CH2:21][N:16]([CH2:15][CH2:14][CH2:13][NH:12][C:9]3[S:10][CH:11]=[C:7]([C:1]4[CH:6]=[CH:5][CH:4]=[CH:3][CH:2]=4)[N:8]=3)[CH2:17][CH2:18]2)[CH:28]=[CH:27][CH:26]=1)([O-:31])=[O:30]. The yield is 0.230. (5) The reactants are N#N.[CH3:3][O:4][C:5]1[CH:14]=[CH:13][C:12]2[C:7](=[CH:8][CH:9]=[C:10]([O:15][CH3:16])[CH:11]=2)[CH:6]=1.[N:17]1([CH2:23][CH2:24][O:25][C:26]2[CH:34]=[CH:33][C:29]([C:30](Cl)=[O:31])=[CH:28][CH:27]=2)[CH2:22][CH2:21][CH2:20][CH2:19][CH2:18]1.[Cl-].[Al+3].[Cl-].[Cl-]. The catalyst is C(Cl)Cl.O. The product is [CH3:16][O:15][C:10]1[CH:9]=[CH:8][C:7]2[C:12](=[CH:13][CH:14]=[C:5]([O:4][CH3:3])[CH:6]=2)[C:11]=1[C:30]([C:29]1[CH:28]=[CH:27][C:26]([O:25][CH2:24][CH2:23][N:17]2[CH2:22][CH2:21][CH2:20][CH2:19][CH2:18]2)=[CH:34][CH:33]=1)=[O:31]. The yield is 0.680. (6) The product is [CH:23]([N:16]1[C:15]([C:9]2[N:8]=[C:7]3[C:6]4[CH:26]=[CH:2][CH:3]=[CH:4][C:5]=4[O:14][CH2:13][CH2:12][N:11]3[CH:10]=2)=[N:19][C:18]([CH2:20][O:21][CH3:22])=[N:17]1)([CH3:25])[CH3:24]. The yield is 1.00. The catalyst is C(Cl)Cl. The reactants are Br[C:2]1[CH:3]=[CH:4][C:5]2[O:14][CH2:13][CH2:12][N:11]3[C:7](=[N:8][C:9]([C:15]4[N:16]([CH:23]([CH3:25])[CH3:24])[N:17]=[C:18]([CH2:20][O:21][CH3:22])[N:19]=4)=[CH:10]3)[C:6]=2[CH:26]=1. (7) The reactants are [CH3:1][N:2]1[CH:12]=[CH:11][C:5]2[O:6][CH2:7][C:8](=[O:10])[NH:9][C:4]=2[C:3]1=[O:13].C1C(=O)N([Br:21])C(=O)C1.CC(=O)OCC. The catalyst is CC#N. The product is [Br:21][C:11]1[C:5]2[O:6][CH2:7][C:8](=[O:10])[NH:9][C:4]=2[C:3](=[O:13])[N:2]([CH3:1])[CH:12]=1. The yield is 0.390. (8) The reactants are C([Si](C)(C)[O:6][CH:7]([CH:10]1[CH:14]([C:15]([C:17](C2C=CC=CC=2)(C2C=CC=CC=2)[O:18][SiH2]C(C)(C)C)=[CH2:16])[O:13][C:12]([CH3:37])([CH3:36])[O:11]1)[CH:8]=[CH2:9])(C)(C)C. The catalyst is C1COCC1.CCCC[N+](CCCC)(CCCC)CCCC.[F-]. The product is [OH:18][CH2:17][C:15]([CH:14]1[O:13][C:12]([CH3:37])([CH3:36])[O:11][CH:10]1[CH:7]([OH:6])[CH:8]=[CH2:9])=[CH2:16]. The yield is 0.950.